Dataset: Reaction yield outcomes from USPTO patents with 853,638 reactions. Task: Predict the reaction yield, written as a fraction of the theoretical maximum amount of product (1.0 means a 100% yield; for example, 0.34 means a 34% yield). (1) The reactants are [CH2:1]([N:3]([CH2:36][CH3:37])[CH2:4][CH2:5][CH2:6][NH:7][C:8]1[N:9]=[C:10]([C:27]2[CH:35]=[CH:34][C:30]([C:31]([OH:33])=O)=[CH:29][CH:28]=2)[C:11]2[CH:17]=[CH:16][C:15](=[O:18])[N:14]([C:19]3[C:24]([F:25])=[CH:23][CH:22]=[CH:21][C:20]=3[F:26])[C:12]=2[N:13]=1)[CH3:2].CN(C(ON1N=NC2C=CC=CC1=2)=[N+](C)C)C.F[P-](F)(F)(F)(F)F.C(N(CC)CC)C.[NH2:69][C:70]1[S:71][CH:72]=[CH:73][N:74]=1. The catalyst is CN(C=O)C. The product is [CH2:36]([N:3]([CH2:1][CH3:2])[CH2:4][CH2:5][CH2:6][NH:7][C:8]1[N:9]=[C:10]([C:27]2[CH:28]=[CH:29][C:30]([C:31]([NH:69][C:70]3[S:71][CH:72]=[CH:73][N:74]=3)=[O:33])=[CH:34][CH:35]=2)[C:11]2[CH:17]=[CH:16][C:15](=[O:18])[N:14]([C:19]3[C:20]([F:26])=[CH:21][CH:22]=[CH:23][C:24]=3[F:25])[C:12]=2[N:13]=1)[CH3:37]. The yield is 0.180. (2) The reactants are [Cl:1][C:2]1[CH:7]=[CH:6][C:5]([Cl:8])=[C:4]([SH:9])[C:3]=1[SH:10].[Zn:11](OC(C)=O)OC(C)=O.O.O.C(N)CN. The catalyst is CC(O)C. The product is [Zn+2:11].[Cl:1][C:2]1[CH:7]=[CH:6][C:5]([Cl:8])=[C:4]([S-:9])[C:3]=1[S-:10]. The yield is 0.950. (3) The reactants are [CH3:1][O:2][C:3]1[CH:15]=[C:14]([O:16][CH3:17])[CH:13]=[CH:12][C:4]=1[CH2:5][C:6]1[NH:7][C:8](=[S:11])[NH:9][N:10]=1.Br.Br[CH2:20][C:21]1[CH:26]=[CH:25][CH:24]=[CH:23][N:22]=1. No catalyst specified. The product is [CH3:1][O:2][C:3]1[CH:15]=[C:14]([O:16][CH3:17])[CH:13]=[CH:12][C:4]=1[CH2:5][C:6]1[NH:10][N:9]=[C:8]([S:11][CH2:20][C:21]2[CH:26]=[CH:25][CH:24]=[CH:23][N:22]=2)[N:7]=1. The yield is 0.340. (4) The reactants are [N:1]1([C:9]([O:11][C:12]([CH3:15])([CH3:14])[CH3:13])=[O:10])[CH2:5][CH2:4][CH:3]2[CH2:6][NH:7][CH2:8][CH:2]12.I[C:17]1[CH:18]=[CH:19][CH:20]=[C:21]2[C:26]=1[N:25]=[CH:24][C:23]([S:27]([C:30]1[CH:35]=[CH:34][CH:33]=[C:32]([C:36]([F:39])([F:38])[F:37])[CH:31]=1)(=[O:29])=[O:28])=[CH:22]2. No catalyst specified. The product is [F:39][C:36]([F:37])([F:38])[C:32]1[CH:31]=[C:30]([S:27]([C:23]2[CH:24]=[N:25][C:26]3[C:21]([CH:22]=2)=[CH:20][CH:19]=[CH:18][C:17]=3[N:7]2[CH2:6][CH:3]3[CH:2]([N:1]([C:9]([O:11][C:12]([CH3:15])([CH3:14])[CH3:13])=[O:10])[CH2:5][CH2:4]3)[CH2:8]2)(=[O:29])=[O:28])[CH:35]=[CH:34][CH:33]=1. The yield is 0.560.